From a dataset of Merck oncology drug combination screen with 23,052 pairs across 39 cell lines. Regression. Given two drug SMILES strings and cell line genomic features, predict the synergy score measuring deviation from expected non-interaction effect. (1) Drug 2: CCc1cnn2c(NCc3ccc[n+]([O-])c3)cc(N3CCCCC3CCO)nc12. Synergy scores: synergy=8.46. Drug 1: Cn1c(=O)n(-c2ccc(C(C)(C)C#N)cc2)c2c3cc(-c4cnc5ccccc5c4)ccc3ncc21. Cell line: HT144. (2) Drug 1: CN1C(=O)C=CC2(C)C3CCC4(C)C(NC(=O)OCC(F)(F)F)CCC4C3CCC12. Drug 2: O=C(CCCCCCC(=O)Nc1ccccc1)NO. Cell line: A427. Synergy scores: synergy=-16.5. (3) Drug 1: CS(=O)(=O)CCNCc1ccc(-c2ccc3ncnc(Nc4ccc(OCc5cccc(F)c5)c(Cl)c4)c3c2)o1. Drug 2: Cn1cc(-c2cnn3c(N)c(Br)c(C4CCCNC4)nc23)cn1. Cell line: NCIH520. Synergy scores: synergy=-18.9. (4) Drug 1: CN1C(=O)C=CC2(C)C3CCC4(C)C(NC(=O)OCC(F)(F)F)CCC4C3CCC12. Drug 2: NC1(c2ccc(-c3nc4ccn5c(=O)[nH]nc5c4cc3-c3ccccc3)cc2)CCC1. Cell line: NCIH23. Synergy scores: synergy=4.59. (5) Drug 1: CS(=O)(=O)CCNCc1ccc(-c2ccc3ncnc(Nc4ccc(OCc5cccc(F)c5)c(Cl)c4)c3c2)o1. Drug 2: NC1(c2ccc(-c3nc4ccn5c(=O)[nH]nc5c4cc3-c3ccccc3)cc2)CCC1. Cell line: NCIH460. Synergy scores: synergy=5.49. (6) Drug 1: CCN(CC)CCNC(=O)c1c(C)[nH]c(C=C2C(=O)Nc3ccc(F)cc32)c1C. Drug 2: Cn1nnc2c(C(N)=O)ncn2c1=O. Cell line: EFM192B. Synergy scores: synergy=-5.51. (7) Drug 1: O=S1(=O)NC2(CN1CC(F)(F)F)C1CCC2Cc2cc(C=CCN3CCC(C(F)(F)F)CC3)ccc2C1. Drug 2: CCN(CC)CCNC(=O)c1c(C)[nH]c(C=C2C(=O)Nc3ccc(F)cc32)c1C. Cell line: A375. Synergy scores: synergy=1.74. (8) Drug 1: CN(Cc1cnc2nc(N)nc(N)c2n1)c1ccc(C(=O)NC(CCC(=O)O)C(=O)O)cc1. Drug 2: C=CCn1c(=O)c2cnc(Nc3ccc(N4CCN(C)CC4)cc3)nc2n1-c1cccc(C(C)(C)O)n1. Cell line: ES2. Synergy scores: synergy=-2.63. (9) Synergy scores: synergy=-28.3. Drug 1: CC(C)CC(NC(=O)C(Cc1ccccc1)NC(=O)c1cnccn1)B(O)O. Cell line: ZR751. Drug 2: CCc1cnn2c(NCc3ccc[n+]([O-])c3)cc(N3CCCCC3CCO)nc12. (10) Drug 1: CCC1(O)CC2CN(CCc3c([nH]c4ccccc34)C(C(=O)OC)(c3cc4c(cc3OC)N(C)C3C(O)(C(=O)OC)C(OC(C)=O)C5(CC)C=CCN6CCC43C65)C2)C1. Drug 2: O=C(NOCC(O)CO)c1ccc(F)c(F)c1Nc1ccc(I)cc1F. Cell line: RPMI7951. Synergy scores: synergy=-9.16.